This data is from Peptide-MHC class I binding affinity with 185,985 pairs from IEDB/IMGT. The task is: Regression. Given a peptide amino acid sequence and an MHC pseudo amino acid sequence, predict their binding affinity value. This is MHC class I binding data. The peptide sequence is SLRAEDTAVYY. The MHC is Mamu-B01 with pseudo-sequence Mamu-B01. The binding affinity (normalized) is 0.